Dataset: Full USPTO retrosynthesis dataset with 1.9M reactions from patents (1976-2016). Task: Predict the reactants needed to synthesize the given product. (1) Given the product [CH3:1][N:2]([CH3:20])[C:3]([C:5]1[N:14]([CH:15]2[CH2:19][CH2:18][CH2:17][CH2:16]2)[C:8]2[N:9]=[C:10]([NH:27][C:22]3[CH:23]=[CH:24][CH:25]=[CH:26][N:21]=3)[N:11]=[CH:12][C:7]=2[CH:6]=1)=[O:4], predict the reactants needed to synthesize it. The reactants are: [CH3:1][N:2]([CH3:20])[C:3]([C:5]1[N:14]([CH:15]2[CH2:19][CH2:18][CH2:17][CH2:16]2)[C:8]2[N:9]=[C:10](Cl)[N:11]=[CH:12][C:7]=2[CH:6]=1)=[O:4].[N:21]1[CH:26]=[CH:25][CH:24]=[CH:23][C:22]=1[NH2:27]. (2) Given the product [O:6]=[C:1]([CH2:2][CH2:3][CH2:4][CH3:5])[C:7]([O-:13])=[O:21].[O:61]=[C:49]([CH2:48][CH2:47][CH2:46][CH2:14][CH2:15][CH3:16])[C:50]([O-:51])=[O:6], predict the reactants needed to synthesize it. The reactants are: [CH2:1]([OH:6])[CH2:2][CH2:3][CH2:4][CH3:5].[CH2:7]([OH:13])CCCCC.[CH2:14]([OH:21])[CH2:15][CH2:16]CCCC.C1N=C(N)C2N=CN([C@@H:50]3[O:51][C@H:47]([CH2:46]OP(OP(O[CH2:46][C@H:47]4[O:51][C@@H:50](N5C=C(C(N)=O)CC=C5)[C@H:49]([OH:61])[C@@H:48]4O)(O)=O)(O)=O)[C@@H:48](O)[C@H:49]3[O:61]P(O)(O)=O)C=2N=1. (3) Given the product [NH:4]1[CH:1]=[N:2][C:6]([S:7][C:8]2[C:17](=[O:18])[C:16]3[C:11](=[CH:12][CH:13]=[CH:14][CH:15]=3)/[C:10](=[N:19]/[S:20]([C:23]3[CH:28]=[CH:27][C:26]([Cl:35])=[CH:25][CH:24]=3)(=[O:21])=[O:22])/[CH:9]=2)=[N:5]1.[CH3:1][N:2]1[C:6]([S:7][C:8]2[C:17](=[O:18])[C:16]3[C:11](=[CH:12][CH:13]=[CH:14][CH:15]=3)/[C:10](=[N:19]/[S:20]([C:23]3[CH:28]=[CH:27][C:26]([C:29]4[CH:34]=[CH:33][CH:32]=[CH:31][CH:30]=4)=[CH:25][CH:24]=3)(=[O:21])=[O:22])/[CH:9]=2)=[N:5][N:4]=[N:3]1, predict the reactants needed to synthesize it. The reactants are: [CH3:1][N:2]1[C:6]([S:7][C:8]2[C:17](=[O:18])[C:16]3[C:11](=[CH:12][CH:13]=[CH:14][CH:15]=3)/[C:10](=[N:19]/[S:20]([C:23]3[CH:28]=[CH:27][C:26]([C:29]4[CH:34]=[CH:33][CH:32]=[CH:31][CH:30]=4)=[CH:25][CH:24]=3)(=[O:22])=[O:21])/[CH:9]=2)=[N:5][N:4]=[N:3]1.[Cl:35]C1C=CC(S(/N=C2\C=C(Cl)C(=O)C3C\2=CC=CC=3)(=O)=O)=CC=1.SC1N=CNN=1. (4) The reactants are: Br[C:2]1[C:3]([N:22]2[CH2:26][CH2:25][C@H:24]([CH2:27][OH:28])[CH2:23]2)=[N:4][CH:5]=[C:6]([CH:21]=1)[C:7]([NH:9][C:10]1[CH:15]=[CH:14][C:13]([O:16][C:17]([F:20])([F:19])[F:18])=[CH:12][CH:11]=1)=[O:8].CC1(C)C(C)(C)OB([C:37]2[CH:38]=[N:39][C:40]([C:43]#[N:44])=[N:41][CH:42]=2)O1. Given the product [C:43]([C:40]1[N:41]=[CH:42][C:37]([C:2]2[C:3]([N:22]3[CH2:26][CH2:25][C@H:24]([CH2:27][OH:28])[CH2:23]3)=[N:4][CH:5]=[C:6]([CH:21]=2)[C:7]([NH:9][C:10]2[CH:15]=[CH:14][C:13]([O:16][C:17]([F:19])([F:18])[F:20])=[CH:12][CH:11]=2)=[O:8])=[CH:38][N:39]=1)#[N:44], predict the reactants needed to synthesize it. (5) Given the product [CH2:32]([O:31][C:29](/[N:1]=[C:2]1\[S:3][CH:4]=[CH:5][N:6]\1[CH2:7][CH:8]1[CH2:9][CH2:10][N:11]([C:14]([O:16][C:17]([CH3:20])([CH3:19])[CH3:18])=[O:15])[CH2:12][CH2:13]1)=[O:30])[CH:33]=[CH2:34], predict the reactants needed to synthesize it. The reactants are: [NH:1]=[C:2]1[N:6]([CH2:7][CH:8]2[CH2:13][CH2:12][N:11]([C:14]([O:16][C:17]([CH3:20])([CH3:19])[CH3:18])=[O:15])[CH2:10][CH2:9]2)[CH:5]=[CH:4][S:3]1.C(N(CC)CC)C.Cl[C:29]([O:31][CH2:32][CH:33]=[CH2:34])=[O:30]. (6) Given the product [CH3:23][O:22][C:16]1[CH:15]=[C:14]2[C:19](=[CH:18][C:17]=1[O:20][CH3:21])[N:10]([CH2:9][CH2:8][N:5]1[CH2:6][CH2:7][CH:2]([NH:1][CH2:36][C:34]3[CH:33]=[CH:32][C:29]4[O:30][CH2:31][C:26](=[O:25])[NH:27][C:28]=4[N:35]=3)[CH2:3][CH2:4]1)[C:11](=[O:24])[CH:12]=[N:13]2, predict the reactants needed to synthesize it. The reactants are: [NH2:1][CH:2]1[CH2:7][CH2:6][N:5]([CH2:8][CH2:9][N:10]2[C:19]3[C:14](=[CH:15][C:16]([O:22][CH3:23])=[C:17]([O:20][CH3:21])[CH:18]=3)[N:13]=[CH:12][C:11]2=[O:24])[CH2:4][CH2:3]1.[O:25]=[C:26]1[CH2:31][O:30][C:29]2[CH:32]=[CH:33][C:34]([CH:36]=O)=[N:35][C:28]=2[NH:27]1.C(O[BH-](OC(=O)C)OC(=O)C)(=O)C.[Na+]. (7) The reactants are: CC(OI1(OC(C)=O)(OC(C)=O)OC(=O)C2C=CC=CC1=2)=O.[CH:23]1([C:26]2[O:30][C:29]([CH:31]([OH:55])[C@@H:32]([NH:35][C:36]([C@@H:38]([NH:46][C:47]([N:49]3[CH2:54][CH2:53][O:52][CH2:51][CH2:50]3)=[O:48])[CH2:39][C:40]([F:45])([F:44])[CH2:41][CH2:42][CH3:43])=[O:37])[CH2:33][CH3:34])=[N:28][N:27]=2)[CH2:25][CH2:24]1.[O-]S([O-])(=S)=O.[Na+].[Na+]. Given the product [CH:23]1([C:26]2[O:30][C:29]([C:31]([C@@H:32]([NH:35][C:36]([C@@H:38]([NH:46][C:47]([N:49]3[CH2:54][CH2:53][O:52][CH2:51][CH2:50]3)=[O:48])[CH2:39][C:40]([F:45])([F:44])[CH2:41][CH2:42][CH3:43])=[O:37])[CH2:33][CH3:34])=[O:55])=[N:28][N:27]=2)[CH2:25][CH2:24]1, predict the reactants needed to synthesize it.